From a dataset of Catalyst prediction with 721,799 reactions and 888 catalyst types from USPTO. Predict which catalyst facilitates the given reaction. (1) Reactant: CC1C=CC(S(O[CH2:12][CH2:13][CH2:14][CH2:15][C:16]2[C:24]3[C:19](=[CH:20][CH:21]=[C:22]([F:25])[CH:23]=3)[NH:18][CH:17]=2)(=O)=O)=CC=1.[CH3:26][C:27]1[N:28]=[C:29]([N:35]2[CH2:40][CH2:39][NH:38][CH2:37][CH2:36]2)[S:30][C:31]=1[C:32]([NH2:34])=[O:33].C(=O)([O-])[O-].[K+].[K+].[I-].[K+]. The catalyst class is: 10. Product: [F:25][C:22]1[CH:23]=[C:24]2[C:19](=[CH:20][CH:21]=1)[NH:18][CH:17]=[C:16]2[CH2:15][CH2:14][CH2:13][CH2:12][N:38]1[CH2:39][CH2:40][N:35]([C:29]2[S:30][C:31]([C:32]([NH2:34])=[O:33])=[C:27]([CH3:26])[N:28]=2)[CH2:36][CH2:37]1. (2) Reactant: [Cl:1][C:2]1[CH:17]=[CH:16][CH:15]=[C:14]([F:18])[C:3]=1/[CH:4]=[N:5]/[NH:6][C:7]1[CH:12]=[CH:11][C:10]([I:13])=[CH:9][CH:8]=1.P(Cl)(Cl)(Cl)(Cl)[Cl:20]. Product: [Cl:1][C:2]1[CH:17]=[CH:16][CH:15]=[C:14]([F:18])[C:3]=1[C:4]([Cl:20])=[N:5][NH:6][C:7]1[CH:8]=[CH:9][C:10]([I:13])=[CH:11][CH:12]=1. The catalyst class is: 48. (3) The catalyst class is: 17. Product: [Cl:21][C:18]1[CH:19]=[CH:20][C:15]([NH:14][C:7]([C:6]2[CH:10]=[C:2]([F:1])[CH:3]=[CH:4][C:5]=2[N+:11]([O-:13])=[O:12])=[O:9])=[N:16][CH:17]=1. Reactant: [F:1][C:2]1[CH:3]=[CH:4][C:5]([N+:11]([O-:13])=[O:12])=[C:6]([CH:10]=1)[C:7]([OH:9])=O.[NH2:14][C:15]1[CH:20]=[CH:19][C:18]([Cl:21])=[CH:17][N:16]=1.P(Cl)(Cl)(Cl)=O. (4) Reactant: [O:1]=[C:2]1[C:6]2([CH2:11][CH2:10][NH:9][CH2:8][CH2:7]2)[N:5]([C:12]2[CH:17]=[CH:16][CH:15]=[CH:14][CH:13]=2)[CH2:4][N:3]1[CH2:18][C:19]1[CH:20]=[C:21]([CH:29]=[CH:30][CH:31]=1)[C:22]([O:24][C:25]([CH3:28])([CH3:27])[CH3:26])=[O:23].[CH3:32][O:33][N:34]=[C:35]([C:40]1[CH:45]=[CH:44][C:43]([F:46])=[CH:42][CH:41]=1)[CH2:36][CH2:37][CH2:38]I.C(=O)([O-])[O-].[K+].[K+]. Product: [F:46][C:43]1[CH:42]=[CH:41][C:40]([C:35](=[N:34][O:33][CH3:32])[CH2:36][CH2:37][CH2:38][N:9]2[CH2:10][CH2:11][C:6]3([N:5]([C:12]4[CH:13]=[CH:14][CH:15]=[CH:16][CH:17]=4)[CH2:4][N:3]([CH2:18][C:19]4[CH:20]=[C:21]([CH:29]=[CH:30][CH:31]=4)[C:22]([O:24][C:25]([CH3:28])([CH3:26])[CH3:27])=[O:23])[C:2]3=[O:1])[CH2:7][CH2:8]2)=[CH:45][CH:44]=1. The catalyst class is: 42. (5) Reactant: [OH:1][C:2]1[CH:7]=[CH:6][N:5]=[C:4]2[C:8](=[C:18]3[CH2:23][CH2:22][N:21]([C:24](=[O:32])[CH2:25][C:26]4[CH:27]=[N:28][CH:29]=[CH:30][CH:31]=4)[CH2:20][CH2:19]3)[C:9]3[CH:16]=[CH:15][C:14]([Cl:17])=[CH:13][C:10]=3[CH2:11][CH2:12][C:3]=12.C(O)(=O)C.[Br:37]Br.C(O)(=O)C. Product: [Br:37][C:7]1[C:2]([OH:1])=[C:3]2[CH2:12][CH2:11][C:10]3[CH:13]=[C:14]([Cl:17])[CH:15]=[CH:16][C:9]=3[C:8](=[C:18]3[CH2:23][CH2:22][N:21]([C:24](=[O:32])[CH2:25][C:26]4[CH:27]=[N:28][CH:29]=[CH:30][CH:31]=4)[CH2:20][CH2:19]3)[C:4]2=[N:5][CH:6]=1. The catalyst class is: 6. (6) Reactant: [CH3:1][O:2][C:3](=[O:21])[C@@H:4]([NH:9][C:10](=[O:20])[C:11]1[CH:16]=[C:15]([O:17][CH3:18])[CH:14]=[CH:13][C:12]=1[NH2:19])[CH2:5][CH2:6][CH2:7][CH3:8].Cl[C:23](OC(Cl)(Cl)Cl)=[O:24]. Product: [CH3:1][O:2][C:3](=[O:21])[C@@H:4]([N:9]1[C:10](=[O:20])[C:11]2[C:12](=[CH:13][CH:14]=[C:15]([O:17][CH3:18])[CH:16]=2)[NH:19][C:23]1=[O:24])[CH2:5][CH2:6][CH2:7][CH3:8]. The catalyst class is: 49. (7) Reactant: C([O:3][C:4]([C:6]1([CH2:22][CH2:23]OC)[CH2:11][CH2:10][N:9]([S:12]([C:15]2[CH:20]=[CH:19][CH:18]=[CH:17][C:16]=2[Cl:21])(=[O:14])=[O:13])[CH2:8][CH2:7]1)=O)C.[Cl-].C[Al+]C.[CH3:30][O:31][C:32]1[CH:33]=[C:34]([CH2:38][CH2:39][NH2:40])[CH:35]=[CH:36][CH:37]=1. Product: [Cl:21][C:16]1[CH:17]=[CH:18][CH:19]=[CH:20][C:15]=1[S:12]([N:9]1[CH2:8][CH2:7][C:6]2([C:4](=[O:3])[N:40]([CH2:39][CH2:38][C:34]3[CH:35]=[CH:36][CH:37]=[C:32]([O:31][CH3:30])[CH:33]=3)[CH2:23][CH2:22]2)[CH2:11][CH2:10]1)(=[O:14])=[O:13]. The catalyst class is: 11.